This data is from Reaction yield outcomes from USPTO patents with 853,638 reactions. The task is: Predict the reaction yield, written as a fraction of the theoretical maximum amount of product (1.0 means a 100% yield; for example, 0.34 means a 34% yield). (1) The reactants are [C:1]([O:5][C:6](=[O:38])[NH:7][C:8](=[NH:37])[C:9]1[S:10][C:11]([S:35][CH3:36])=[C:12]([S:14]([C:17]2[CH:18]=[C:19]([C:23]3[CH:28]=[CH:27][CH:26]=[C:25]([CH:29]([OH:34])[C:30]([F:33])([F:32])[F:31])[CH:24]=3)[CH:20]=[CH:21][CH:22]=2)(=[O:16])=[O:15])[CH:13]=1)([CH3:4])([CH3:3])[CH3:2].CC(OI1(OC(C)=O)(OC(C)=O)OC(=O)C2C1=CC=CC=2)=O. The catalyst is C(Cl)Cl. The product is [C:1]([O:5][C:6](=[O:38])[NH:7][C:8](=[NH:37])[C:9]1[S:10][C:11]([S:35][CH3:36])=[C:12]([S:14]([C:17]2[CH:18]=[C:19]([C:23]3[CH:28]=[CH:27][CH:26]=[C:25]([C:29](=[O:34])[C:30]([F:32])([F:33])[F:31])[CH:24]=3)[CH:20]=[CH:21][CH:22]=2)(=[O:15])=[O:16])[CH:13]=1)([CH3:4])([CH3:2])[CH3:3]. The yield is 1.00. (2) The reactants are [O:1]1[CH:5]=[CH:4][CH:3]=[C:2]1[C:6]1[O:7][C:8]([CH3:23])=[C:9]([CH2:11][O:12][C:13]2[CH:14]=[C:15]([CH2:21]O)[CH:16]=[CH:17][C:18]=2[O:19][CH3:20])[N:10]=1.S(Cl)([Cl:26])=O. The catalyst is C1(C)C=CC=CC=1. The product is [Cl:26][CH2:21][C:15]1[CH:16]=[CH:17][C:18]([O:19][CH3:20])=[C:13]([CH:14]=1)[O:12][CH2:11][C:9]1[N:10]=[C:6]([C:2]2[O:1][CH:5]=[CH:4][CH:3]=2)[O:7][C:8]=1[CH3:23]. The yield is 0.990. (3) The reactants are [Br:1][C:2]1[CH:3]=[C:4]2[C:9](=[CH:10][C:11]=1[Cl:12])[N:8]=[C:7]([CH3:13])[N:6]=[C:5]2[N:14]1[CH2:19][CH2:18][N:17]([C:20]([O:22][C:23]([CH3:26])([CH3:25])[CH3:24])=[O:21])[CH:16]([C:27]([O:29]C)=[O:28])[CH2:15]1.O[Li].O.Cl. The catalyst is C1COCC1.O. The product is [Br:1][C:2]1[CH:3]=[C:4]2[C:9](=[CH:10][C:11]=1[Cl:12])[N:8]=[C:7]([CH3:13])[N:6]=[C:5]2[N:14]1[CH2:19][CH2:18][N:17]([C:20]([O:22][C:23]([CH3:26])([CH3:24])[CH3:25])=[O:21])[CH:16]([C:27]([OH:29])=[O:28])[CH2:15]1. The yield is 0.970. (4) The reactants are [CH3:1][O:2][C:3]1[CH:8]=[CH:7][C:6]([C:9]2[CH:13]=[C:12]([CH:14]=[O:15])[N:11]([CH3:16])[N:10]=2)=[CH:5][CH:4]=1.[CH3:17][C:18]1[C:22](B(O)O)=[C:21]([CH3:26])[O:20][N:19]=1. The catalyst is C1C=CC([P]([Pd]([P](C2C=CC=CC=2)(C2C=CC=CC=2)C2C=CC=CC=2)([P](C2C=CC=CC=2)(C2C=CC=CC=2)C2C=CC=CC=2)[P](C2C=CC=CC=2)(C2C=CC=CC=2)C2C=CC=CC=2)(C2C=CC=CC=2)C2C=CC=CC=2)=CC=1.COCCOC.O. The product is [CH3:17][C:18]1[C:22]([C:13]2[C:9]([C:6]3[CH:5]=[CH:4][C:3]([O:2][CH3:1])=[CH:8][CH:7]=3)=[N:10][N:11]([CH3:16])[C:12]=2[CH:14]=[O:15])=[C:21]([CH3:26])[O:20][N:19]=1. The yield is 0.330. (5) The catalyst is ClCCl. The product is [C:21]([O:25][C:26](=[O:27])[N:8]([C:9]1[CH:10]=[CH:11][C:12]([CH:15]=[O:16])=[CH:13][N:14]=1)[CH2:7][C:6]1[CH:17]=[CH:18][C:3]([C:2]([F:1])([F:19])[F:20])=[CH:4][CH:5]=1)([CH3:24])([CH3:23])[CH3:22]. The reactants are [F:1][C:2]([F:20])([F:19])[C:3]1[CH:18]=[CH:17][C:6]([CH2:7][NH:8][C:9]2[N:14]=[CH:13][C:12]([CH:15]=[O:16])=[CH:11][CH:10]=2)=[CH:5][CH:4]=1.[C:21]([O:25][C:26](O[C:26]([O:25][C:21]([CH3:24])([CH3:23])[CH3:22])=[O:27])=[O:27])([CH3:24])([CH3:23])[CH3:22].C(N(CC)C(C)C)(C)C.C(N(CC)C1C=CN=CC=1)C. The yield is 0.870. (6) The reactants are [NH2:1][C:2]1[S:3][C:4]([C:8]([NH:10][CH2:11][C:12]2[CH:17]=[CH:16][CH:15]=[CH:14][CH:13]=2)=[O:9])=[C:5]([CH3:7])[N:6]=1.C(N(CC)C(C)C)(C)C.Cl[CH2:28][CH2:29][N:30]=[C:31]=[O:32].C(=O)([O-])[O-].[K+].[K+]. The catalyst is O1CCCC1.[I-].C([N+](CCCC)(CCCC)CCCC)CCC.O1CCOCC1. The product is [CH2:11]([NH:10][C:8]([C:4]1[S:3][C:2]([N:1]2[CH2:28][CH2:29][NH:30][C:31]2=[O:32])=[N:6][C:5]=1[CH3:7])=[O:9])[C:12]1[CH:17]=[CH:16][CH:15]=[CH:14][CH:13]=1. The yield is 0.600. (7) The reactants are Cl[C:2]1[N:11]=[CH:10][C:9]2[N:8]([CH3:12])[C:7](=[O:13])[CH2:6][N:5]([CH:14]([CH3:16])[CH3:15])[C:4]=2[N:3]=1.[N+:17]([C:20]1[CH:21]=[C:22]([NH2:30])[CH:23]=[C:24]([C:26]([F:29])([F:28])[F:27])[CH:25]=1)([O-:19])=[O:18].Cl. The catalyst is O.O1CCOCC1. The product is [CH:14]([N:5]1[C:4]2[N:3]=[C:2]([NH:30][C:22]3[CH:23]=[C:24]([C:26]([F:29])([F:28])[F:27])[CH:25]=[C:20]([N+:17]([O-:19])=[O:18])[CH:21]=3)[N:11]=[CH:10][C:9]=2[N:8]([CH3:12])[C:7](=[O:13])[CH2:6]1)([CH3:16])[CH3:15]. The yield is 0.490. (8) The reactants are [NH2:1][C:2]1[CH:7]=[CH:6][CH:5]=[CH:4][CH:3]=1.[CH3:8][N:9]1[CH2:14][CH2:13][C:12](=O)[CH2:11][CH2:10]1.CC(O)=O.[BH-](OC(C)=O)(OC(C)=O)OC(C)=O.[Na+].[OH-].[Na+]. The catalyst is ClCCCl. The product is [CH3:8][N:9]1[CH2:14][CH2:13][CH:12]([NH:1][C:2]2[CH:7]=[CH:6][CH:5]=[CH:4][CH:3]=2)[CH2:11][CH2:10]1. The yield is 0.980.